Dataset: Catalyst prediction with 721,799 reactions and 888 catalyst types from USPTO. Task: Predict which catalyst facilitates the given reaction. Reactant: C([N@:20]1[CH2:22][CH:21]1[C:23]([O:25][CH3:26])=[O:24])(C1C=CC=CC=1)(C1C=CC=CC=1)C1C=CC=CC=1.[F:27][C:28]([F:33])([F:32])[C:29]([OH:31])=[O:30]. Product: [F:27][C:28]([F:33])([F:32])[C:29]([OH:31])=[O:30].[NH:20]1[CH2:22][C@H:21]1[C:23]([O:25][CH3:26])=[O:24]. The catalyst class is: 254.